From a dataset of NCI-60 drug combinations with 297,098 pairs across 59 cell lines. Regression. Given two drug SMILES strings and cell line genomic features, predict the synergy score measuring deviation from expected non-interaction effect. (1) Cell line: LOX IMVI. Synergy scores: CSS=59.1, Synergy_ZIP=0.583, Synergy_Bliss=-1.55, Synergy_Loewe=0.926, Synergy_HSA=2.09. Drug 1: C1=NC2=C(N1)C(=S)N=C(N2)N. Drug 2: CC1CCC2CC(C(=CC=CC=CC(CC(C(=O)C(C(C(=CC(C(=O)CC(OC(=O)C3CCCCN3C(=O)C(=O)C1(O2)O)C(C)CC4CCC(C(C4)OC)OCCO)C)C)O)OC)C)C)C)OC. (2) Drug 1: C1C(C(OC1N2C=C(C(=O)NC2=O)F)CO)O. Drug 2: CC1=C(C(=O)C2=C(C1=O)N3CC4C(C3(C2COC(=O)N)OC)N4)N. Cell line: HOP-62. Synergy scores: CSS=49.5, Synergy_ZIP=-8.28, Synergy_Bliss=-7.35, Synergy_Loewe=-6.75, Synergy_HSA=-2.44. (3) Drug 1: CC1=C(C=C(C=C1)NC2=NC=CC(=N2)N(C)C3=CC4=NN(C(=C4C=C3)C)C)S(=O)(=O)N.Cl. Drug 2: CC(C)(C#N)C1=CC(=CC(=C1)CN2C=NC=N2)C(C)(C)C#N. Cell line: MCF7. Synergy scores: CSS=-3.68, Synergy_ZIP=1.08, Synergy_Bliss=-1.48, Synergy_Loewe=-5.33, Synergy_HSA=-4.34. (4) Drug 1: C#CCC(CC1=CN=C2C(=N1)C(=NC(=N2)N)N)C3=CC=C(C=C3)C(=O)NC(CCC(=O)O)C(=O)O. Drug 2: C1=NNC2=C1C(=O)NC=N2. Cell line: MDA-MB-435. Synergy scores: CSS=17.9, Synergy_ZIP=-0.527, Synergy_Bliss=3.55, Synergy_Loewe=-67.2, Synergy_HSA=3.25. (5) Drug 1: CC(C)(C#N)C1=CC(=CC(=C1)CN2C=NC=N2)C(C)(C)C#N. Drug 2: C1=NC2=C(N1)C(=S)N=CN2. Cell line: MDA-MB-231. Synergy scores: CSS=58.4, Synergy_ZIP=-1.13, Synergy_Bliss=-0.656, Synergy_Loewe=-1.36, Synergy_HSA=-0.206. (6) Drug 1: CC(C)NC(=O)C1=CC=C(C=C1)CNNC.Cl. Drug 2: CC1C(C(CC(O1)OC2CC(CC3=C2C(=C4C(=C3O)C(=O)C5=CC=CC=C5C4=O)O)(C(=O)C)O)N)O. Cell line: UO-31. Synergy scores: CSS=47.1, Synergy_ZIP=-5.10, Synergy_Bliss=-4.01, Synergy_Loewe=-7.00, Synergy_HSA=-0.938. (7) Cell line: MOLT-4. Drug 2: CC(C)(C#N)C1=CC(=CC(=C1)CN2C=NC=N2)C(C)(C)C#N. Synergy scores: CSS=60.9, Synergy_ZIP=2.88, Synergy_Bliss=2.04, Synergy_Loewe=-0.719, Synergy_HSA=0.351. Drug 1: C1CN1P(=S)(N2CC2)N3CC3. (8) Drug 1: C1CNP(=O)(OC1)N(CCCl)CCCl. Drug 2: CCC1(C2=C(COC1=O)C(=O)N3CC4=CC5=C(C=CC(=C5CN(C)C)O)N=C4C3=C2)O.Cl. Cell line: OVCAR-5. Synergy scores: CSS=0.00750, Synergy_ZIP=-5.15, Synergy_Bliss=-9.94, Synergy_Loewe=-15.5, Synergy_HSA=-11.4. (9) Drug 1: COC1=CC(=CC(=C1O)OC)C2C3C(COC3=O)C(C4=CC5=C(C=C24)OCO5)OC6C(C(C7C(O6)COC(O7)C8=CC=CS8)O)O. Drug 2: B(C(CC(C)C)NC(=O)C(CC1=CC=CC=C1)NC(=O)C2=NC=CN=C2)(O)O. Cell line: SK-OV-3. Synergy scores: CSS=29.6, Synergy_ZIP=-7.99, Synergy_Bliss=-2.80, Synergy_Loewe=-0.979, Synergy_HSA=-1.46. (10) Drug 1: CCC1=C2CN3C(=CC4=C(C3=O)COC(=O)C4(CC)O)C2=NC5=C1C=C(C=C5)O. Drug 2: C1=NNC2=C1C(=O)NC=N2. Cell line: SF-539. Synergy scores: CSS=53.8, Synergy_ZIP=-1.19, Synergy_Bliss=-0.603, Synergy_Loewe=-70.0, Synergy_HSA=-0.366.